This data is from Reaction yield outcomes from USPTO patents with 853,638 reactions. The task is: Predict the reaction yield, written as a fraction of the theoretical maximum amount of product (1.0 means a 100% yield; for example, 0.34 means a 34% yield). The reactants are [Br:1][C:2]1[CH:10]=[CH:9][C:8]2[NH:7][N:6]=[CH:5][C:4]=2[C:3]=1[C:11]([O:13][CH3:14])=[O:12].F[B-](F)(F)F.[CH3:20][O+](C)C. The catalyst is C(OCC)(=O)C.C(=O)([O-])O.[Na+]. The product is [Br:1][C:2]1[CH:10]=[CH:9][C:8]2[C:4](=[CH:5][N:6]([CH3:20])[N:7]=2)[C:3]=1[C:11]([O:13][CH3:14])=[O:12]. The yield is 0.730.